Dataset: NCI-60 drug combinations with 297,098 pairs across 59 cell lines. Task: Regression. Given two drug SMILES strings and cell line genomic features, predict the synergy score measuring deviation from expected non-interaction effect. (1) Drug 1: COC1=C(C=C2C(=C1)N=CN=C2NC3=CC(=C(C=C3)F)Cl)OCCCN4CCOCC4. Drug 2: CNC(=O)C1=NC=CC(=C1)OC2=CC=C(C=C2)NC(=O)NC3=CC(=C(C=C3)Cl)C(F)(F)F. Cell line: MDA-MB-435. Synergy scores: CSS=40.8, Synergy_ZIP=-1.18, Synergy_Bliss=1.23, Synergy_Loewe=1.68, Synergy_HSA=1.53. (2) Drug 1: C1=NC2=C(N=C(N=C2N1C3C(C(C(O3)CO)O)O)F)N. Drug 2: CC1=C2C(C(=O)C3(C(CC4C(C3C(C(C2(C)C)(CC1OC(=O)C(C(C5=CC=CC=C5)NC(=O)OC(C)(C)C)O)O)OC(=O)C6=CC=CC=C6)(CO4)OC(=O)C)O)C)O. Cell line: EKVX. Synergy scores: CSS=-5.45, Synergy_ZIP=4.93, Synergy_Bliss=4.20, Synergy_Loewe=-5.95, Synergy_HSA=-4.28.